From a dataset of M1 muscarinic receptor antagonist screen with 61,756 compounds. Binary Classification. Given a drug SMILES string, predict its activity (active/inactive) in a high-throughput screening assay against a specified biological target. (1) The molecule is o1c2nc3c(nc2c(C(=O)NCCCN2CC(CCC2)C)c1)cccc3. The result is 1 (active). (2) The compound is S(=O)(=O)(N(CC(=O)c1c(n(c(c1)C)C)C)CCC)c1cc(ccc1)C(F)(F)F. The result is 0 (inactive). (3) The molecule is Clc1sc(C(=O)COC(=O)c2sc(cc2)C)cc1. The result is 0 (inactive).